Dataset: NCI-60 drug combinations with 297,098 pairs across 59 cell lines. Task: Regression. Given two drug SMILES strings and cell line genomic features, predict the synergy score measuring deviation from expected non-interaction effect. (1) Drug 1: C1=CC(=CC=C1CCCC(=O)O)N(CCCl)CCCl. Drug 2: CN(CC1=CN=C2C(=N1)C(=NC(=N2)N)N)C3=CC=C(C=C3)C(=O)NC(CCC(=O)O)C(=O)O. Cell line: SF-539. Synergy scores: CSS=26.3, Synergy_ZIP=-8.32, Synergy_Bliss=-1.41, Synergy_Loewe=-4.67, Synergy_HSA=0.0859. (2) Drug 2: COC1=NC(=NC2=C1N=CN2C3C(C(C(O3)CO)O)O)N. Cell line: NCI-H322M. Synergy scores: CSS=7.18, Synergy_ZIP=-2.56, Synergy_Bliss=-0.522, Synergy_Loewe=-7.14, Synergy_HSA=-1.16. Drug 1: COC1=CC(=CC(=C1O)OC)C2C3C(COC3=O)C(C4=CC5=C(C=C24)OCO5)OC6C(C(C7C(O6)COC(O7)C8=CC=CS8)O)O. (3) Drug 1: CC(CN1CC(=O)NC(=O)C1)N2CC(=O)NC(=O)C2. Drug 2: COC1=NC(=NC2=C1N=CN2C3C(C(C(O3)CO)O)O)N. Cell line: NCI/ADR-RES. Synergy scores: CSS=14.4, Synergy_ZIP=9.27, Synergy_Bliss=14.5, Synergy_Loewe=5.98, Synergy_HSA=8.56. (4) Drug 1: CN1C(=O)N2C=NC(=C2N=N1)C(=O)N. Drug 2: CNC(=O)C1=NC=CC(=C1)OC2=CC=C(C=C2)NC(=O)NC3=CC(=C(C=C3)Cl)C(F)(F)F. Cell line: NCI-H460. Synergy scores: CSS=52.2, Synergy_ZIP=3.07, Synergy_Bliss=3.77, Synergy_Loewe=-0.918, Synergy_HSA=5.80. (5) Drug 1: CC1C(C(CC(O1)OC2CC(CC3=C2C(=C4C(=C3O)C(=O)C5=C(C4=O)C(=CC=C5)OC)O)(C(=O)CO)O)N)O. Drug 2: C1CC(CNC1)C2=CC=C(C=C2)N3C=C4C=CC=C(C4=N3)C(=O)N. Cell line: NCI-H460. Synergy scores: CSS=51.6, Synergy_ZIP=-2.18, Synergy_Bliss=-2.28, Synergy_Loewe=-40.7, Synergy_HSA=1.72. (6) Drug 1: CC1=C2C(C(=O)C3(C(CC4C(C3C(C(C2(C)C)(CC1OC(=O)C(C(C5=CC=CC=C5)NC(=O)OC(C)(C)C)O)O)OC(=O)C6=CC=CC=C6)(CO4)OC(=O)C)O)C)O. Drug 2: C1=CN(C=N1)CC(O)(P(=O)(O)O)P(=O)(O)O. Cell line: TK-10. Synergy scores: CSS=0.182, Synergy_ZIP=-2.17, Synergy_Bliss=-4.67, Synergy_Loewe=-6.48, Synergy_HSA=-3.55.